Dataset: Reaction yield outcomes from USPTO patents with 853,638 reactions. Task: Predict the reaction yield, written as a fraction of the theoretical maximum amount of product (1.0 means a 100% yield; for example, 0.34 means a 34% yield). (1) The reactants are C(N(CC)CC)C.[Br:8][C:9]1[S:13][C:12]([CH2:14][O:15][CH2:16][CH2:17][CH2:18][CH2:19][CH2:20][CH2:21][OH:22])=[CH:11][CH:10]=1.[C:23](Cl)(=[O:27])[C:24]([CH3:26])=[CH2:25]. The catalyst is C(Cl)Cl. The product is [Br:8][C:9]1[S:13][C:12]([CH2:14][O:15][CH2:16][CH2:17][CH2:18][CH2:19][CH2:20][CH2:21][O:22][C:23](=[O:27])[C:24]([CH3:26])=[CH2:25])=[CH:11][CH:10]=1. The yield is 0.860. (2) The reactants are [Na].[F:2][C:3]([F:7])([F:6])[CH2:4][OH:5].C[O:9][C:10](=[O:31])[C:11]1[CH:16]=[CH:15][C:14]([C:17]#[C:18][C:19]2[CH:24]=[CH:23][C:22]([CH2:25]NCCOC)=[CH:21][CH:20]=2)=[CH:13][CH:12]=1.[OH-].[Na+].OP(O)(O)=O. The catalyst is O. The product is [F:2][C:3]([F:7])([F:6])[CH2:4][O:5][CH2:25][C:22]1[CH:21]=[CH:20][C:19]([C:18]#[C:17][C:14]2[CH:13]=[CH:12][C:11]([C:10]([OH:31])=[O:9])=[CH:16][CH:15]=2)=[CH:24][CH:23]=1. The yield is 0.967. (3) The reactants are [CH3:1][CH2:2][O:3][C:4]([C:6]1[N:10]=[C:9]([CH:11]2[CH2:16][CH2:15][NH:14][CH2:13][CH2:12]2)[O:8][CH:7]=1)=[O:5].C(N(CC)CC)C.[CH3:24][S:25](Cl)(=[O:27])=[O:26].O. The catalyst is C(Cl)Cl. The product is [CH3:24][S:25]([N:14]1[CH2:15][CH2:16][CH:11]([C:9]2[O:8][CH:7]=[C:6]([C:4]([O:3][CH2:2][CH3:1])=[O:5])[N:10]=2)[CH2:12][CH2:13]1)(=[O:27])=[O:26]. The yield is 0.890. (4) The reactants are Br[C:2]1[CH:7]=[N:6][C:5]([N+:8]([O-:10])=[O:9])=[CH:4][N:3]=1.[CH3:11][O:12][CH2:13][CH2:14][NH2:15]. The catalyst is CO. The product is [CH3:11][O:12][CH2:13][CH2:14][NH:15][C:2]1[CH:7]=[N:6][C:5]([N+:8]([O-:10])=[O:9])=[CH:4][N:3]=1. The yield is 0.600. (5) The reactants are [C:1]1([N:7]2[C:11]([C:12]3[C:17](=[O:18])[CH:16]=[CH:15][N:14]([C:19]4[CH:24]=[CH:23][CH:22]=[C:21]([C:25]([F:28])([F:27])[F:26])[CH:20]=4)[N:13]=3)=[CH:10][CH:9]=[N:8]2)[CH:6]=[CH:5][CH:4]=[CH:3][CH:2]=1.[B-](F)(F)(F)[F:30].[B-](F)(F)(F)F.C1[N+]2(CCl)CC[N+](F)(CC2)C1. The catalyst is CC#N.[Cl-].[Na+].O. The product is [F:30][C:10]1[CH:9]=[N:8][N:7]([C:1]2[CH:2]=[CH:3][CH:4]=[CH:5][CH:6]=2)[C:11]=1[C:12]1[C:17](=[O:18])[CH:16]=[CH:15][N:14]([C:19]2[CH:24]=[CH:23][CH:22]=[C:21]([C:25]([F:27])([F:26])[F:28])[CH:20]=2)[N:13]=1. The yield is 0.230. (6) No catalyst specified. The product is [C:1]([C:5]1[CH:6]=[CH:7][C:8]([OH:11])=[C:9]([Cl:16])[CH:10]=1)([CH3:4])([CH3:2])[CH3:3]. The reactants are [C:1]([C:5]1[CH:10]=[CH:9][C:8]([OH:11])=[CH:7][CH:6]=1)([CH3:4])([CH3:3])[CH3:2].CO.O.C(Cl)[Cl:16]. The yield is 0.950. (7) The reactants are [CH3:1][C:2]1[CH:7]=[C:6]([C:8]([CH3:10])=[O:9])[C:5]([OH:11])=[CH:4][C:3]=1[CH3:12].[CH2:13]([O:20][C:21]1[CH:30]=[C:29]2[C:24]([C:25](Cl)=[CH:26][CH:27]=[N:28]2)=[CH:23][C:22]=1[O:32][CH3:33])[C:14]1[CH:19]=[CH:18][CH:17]=[CH:16][CH:15]=1. The catalyst is CN(C)C1C=CN=CC=1.ClC1C=CC=CC=1Cl. The product is [CH2:13]([O:20][C:21]1[CH:30]=[C:29]2[C:24]([C:25]([O:11][C:5]3[CH:4]=[C:3]([CH3:12])[C:2]([CH3:1])=[CH:7][C:6]=3[C:8](=[O:9])[CH3:10])=[CH:26][CH:27]=[N:28]2)=[CH:23][C:22]=1[O:32][CH3:33])[C:14]1[CH:15]=[CH:16][CH:17]=[CH:18][CH:19]=1. The yield is 0.370. (8) The reactants are [CH3:1][O:2][C:3]1[CH:18]=[CH:17][C:6]([NH:7][C:8]2[CH:13]=[CH:12][C:11]([N+:14]([O-:16])=[O:15])=[CH:10][CH:9]=2)=[CH:5][CH:4]=1. The catalyst is CC(O)=O.CC([O-])=O.CC([O-])=O.[Pd+2]. The product is [CH3:1][O:2][C:3]1[CH:4]=[CH:5][C:6]2[NH:7][C:8]3[C:13]([C:17]=2[CH:18]=1)=[CH:12][C:11]([N+:14]([O-:16])=[O:15])=[CH:10][CH:9]=3. The yield is 0.640. (9) The yield is 0.959. The catalyst is CO. The product is [Cl:1][C:2]1[CH:3]=[C:4]2[C:9](=[CH:10][C:11]=1[O:12][C:13]1[CH:18]=[CH:17][C:16]([C:19](=[O:32])[NH:20][CH:21]([CH2:30][OH:31])[CH2:22][C:23]3[CH:28]=[CH:27][C:26]([Cl:29])=[CH:25][CH:24]=3)=[CH:15][CH:14]=1)[O:8][CH2:7][CH2:6][CH:5]2[C:33]([O-:35])=[O:34].[Na+:38]. The reactants are [Cl:1][C:2]1[CH:3]=[C:4]2[C:9](=[CH:10][C:11]=1[O:12][C:13]1[CH:18]=[CH:17][C:16]([C:19](=[O:32])[NH:20][CH:21]([CH2:30][OH:31])[CH2:22][C:23]3[CH:28]=[CH:27][C:26]([Cl:29])=[CH:25][CH:24]=3)=[CH:15][CH:14]=1)[O:8][CH2:7][CH2:6][CH:5]2[C:33]([OH:35])=[O:34].C[O-].[Na+:38]. (10) The reactants are P([O-])([O-])([O-])=O.I[C:7]1[CH:8]=[C:9](/[CH:17]=[CH:18]\[C:19]2[CH:24]=[CH:23][C:22](OC)=[C:21](O)[CH:20]=2)[CH:10]=[C:11](OC)[C:12]=1OC. No catalyst specified. The product is [C:9]1(/[CH:17]=[CH:18]\[C:19]2[CH:20]=[CH:21][CH:22]=[CH:23][CH:24]=2)[CH:10]=[CH:11][CH:12]=[CH:7][CH:8]=1. The yield is 0.860.